This data is from Forward reaction prediction with 1.9M reactions from USPTO patents (1976-2016). The task is: Predict the product of the given reaction. (1) Given the reactants [CH3:1][O:2][C:3]([C@@H:5]1[CH2:9][C@@H:8]([S:10]([C:13]2[CH:18]=[CH:17][CH:16]=[CH:15][C:14]=2[Cl:19])(=[O:12])=[O:11])[CH2:7][NH:6]1)=[O:4].[C:20](OC(C)(C)C)(=[O:25])[CH2:21][C:22]([CH3:24])=[O:23], predict the reaction product. The product is: [CH3:1][O:2][C:3]([C@@H:5]1[CH2:9][C@@H:8]([S:10]([C:13]2[CH:18]=[CH:17][CH:16]=[CH:15][C:14]=2[Cl:19])(=[O:11])=[O:12])[CH2:7][N:6]1[C:20](=[O:25])[CH2:21][C:22](=[O:23])[CH3:24])=[O:4]. (2) Given the reactants [CH2:1]([O:3][C:4]([C:6]1[C:7]([OH:25])=[C:8]2[C:14]([Br:15])=[C:13]([Br:16])[N:12]([CH2:17][C:18]3[CH:23]=[CH:22][C:21]([F:24])=[CH:20][CH:19]=3)[C:9]2=[CH:10][N:11]=1)=[O:5])[CH3:2].C1C(=O)N([Br:33])C(=O)C1.C(OOC(C1C=CC=CC=1)=O)(C1C=CC=CC=1)=O, predict the reaction product. The product is: [CH2:1]([O:3][C:4]([C:6]1[C:7]([OH:25])=[C:8]2[C:14]([Br:15])=[C:13]([Br:16])[N:12]([CH2:17][C:18]3[CH:23]=[CH:22][C:21]([F:24])=[CH:20][CH:19]=3)[C:9]2=[C:10]([Br:33])[N:11]=1)=[O:5])[CH3:2]. (3) Given the reactants CN[C@@H]1[C@@H](O)[C@H]([O:10][C@@H:11]2[O:16][C@H:15]([CH2:17][OH:18])[C@H:14]([OH:19])[C@@H:13]3[O:20]C4(O[C@H]([C@@H](N)CO)[C@H](O)[C@@H](O)[C@H]4O)[O:22][C@H:12]23)[C@@H](O)[C@H](N)C1.C1[C@H](N)[C@@H](O[C@H]2O[C@H](CN)[C@@H](O)[C@H](O)[C@H]2O)[C@H](O)[C@@H](O[C@H]2O[C@H](CO)[C@@H](O)[C@H](N)[C@H]2O)[C@@H]1N.C[C@@H]1C[C@@H]([C@H](O)CC2CC(=O)NC(=O)C2)C(=O)[C@@H](C)C1, predict the reaction product. The product is: [O:10]=[CH:11][C@H:12]([C@H:13]([C@@H:14]([C@@H:15]([CH2:17][OH:18])[OH:16])[OH:19])[OH:20])[OH:22].